This data is from Reaction yield outcomes from USPTO patents with 853,638 reactions. The task is: Predict the reaction yield, written as a fraction of the theoretical maximum amount of product (1.0 means a 100% yield; for example, 0.34 means a 34% yield). (1) The reactants are [CH2:1]([O:3][C@@H:4]([CH2:9][C:10]1[CH:15]=[CH:14][C:13]([C:16]2[CH:21]=[CH:20][CH:19]=[C:18]([N:22]([CH3:33])[C:23]([NH:25][CH2:26][CH2:27][CH2:28][CH2:29][CH2:30][CH2:31][CH3:32])=[O:24])[N:17]=2)=[CH:12][CH:11]=1)[C:5]([O:7]C)=[O:6])[CH3:2].O1CCCC1.[OH-].[Li+].O. The catalyst is C(O)(=O)C.C(OCC)(=O)C. The yield is 0.950. The product is [CH2:1]([O:3][C@@H:4]([CH2:9][C:10]1[CH:15]=[CH:14][C:13]([C:16]2[CH:21]=[CH:20][CH:19]=[C:18]([N:22]([CH3:33])[C:23]([NH:25][CH2:26][CH2:27][CH2:28][CH2:29][CH2:30][CH2:31][CH3:32])=[O:24])[N:17]=2)=[CH:12][CH:11]=1)[C:5]([OH:7])=[O:6])[CH3:2]. (2) The reactants are [F:1][C:2]([F:18])([F:17])[O:3][C:4]1[CH:12]=[CH:11][C:10]2[N:9]3[CH2:13][CH2:14][NH:15][CH2:16][C:8]3=[CH:7][C:6]=2[CH:5]=1.[BH4-].[Na+]. The catalyst is C1COCC1.C(O)(C(F)(F)F)=O. The product is [F:18][C:2]([F:1])([F:17])[O:3][C:4]1[CH:12]=[CH:11][C:10]2[N:9]3[CH2:13][CH2:14][NH:15][CH2:16][CH:8]3[CH2:7][C:6]=2[CH:5]=1. The yield is 0.760.